This data is from Full USPTO retrosynthesis dataset with 1.9M reactions from patents (1976-2016). The task is: Predict the reactants needed to synthesize the given product. (1) Given the product [C:19]([C:15]1[CH:14]=[C:13]([C@@H:2]([N:36]2[CH2:37][CH:34]([C@@H:29]([C:24]3[CH:23]=[C:22]([F:21])[CH:27]=[C:26]([F:28])[CH:25]=3)[C:30]([F:33])([CH3:31])[CH3:32])[CH2:35]2)[C:3]2[CH:12]=[CH:11][C:6]([C:7]([O:9][CH3:10])=[O:8])=[CH:5][CH:4]=2)[CH:18]=[CH:17][CH:16]=1)#[N:20], predict the reactants needed to synthesize it. The reactants are: Br[CH:2]([C:13]1[CH:18]=[CH:17][CH:16]=[C:15]([C:19]#[N:20])[CH:14]=1)[C:3]1[CH:12]=[CH:11][C:6]([C:7]([O:9][CH3:10])=[O:8])=[CH:5][CH:4]=1.[F:21][C:22]1[CH:23]=[C:24]([C@H:29]([CH:34]2[CH2:37][NH:36][CH2:35]2)[C:30]([F:33])([CH3:32])[CH3:31])[CH:25]=[C:26]([F:28])[CH:27]=1. (2) Given the product [CH3:29][N:27]1[CH:28]=[C:24]([C:21]2[N:20]=[C:19]3[N:15]([CH2:14][C@H:10]4[O:11][CH2:12][CH2:13][N:8]([C:5]5[N:4]=[CH:3][C:2]([B:33]6[O:34][C:35]([CH3:37])([CH3:36])[C:31]([CH3:47])([CH3:30])[O:32]6)=[CH:7][N:6]=5)[CH2:9]4)[N:16]=[N:17][C:18]3=[N:23][CH:22]=2)[CH:25]=[N:26]1, predict the reactants needed to synthesize it. The reactants are: Br[C:2]1[CH:3]=[N:4][C:5]([N:8]2[CH2:13][CH2:12][O:11][C@H:10]([CH2:14][N:15]3[C:19]4=[N:20][C:21]([C:24]5[CH:25]=[N:26][N:27]([CH3:29])[CH:28]=5)=[CH:22][N:23]=[C:18]4[N:17]=[N:16]3)[CH2:9]2)=[N:6][CH:7]=1.[CH3:30][C:31]1([CH3:47])[C:35]([CH3:37])([CH3:36])[O:34][B:33]([B:33]2[O:34][C:35]([CH3:37])([CH3:36])[C:31]([CH3:47])([CH3:30])[O:32]2)[O:32]1.C([O-])(=O)C.[K+].N#N. (3) Given the product [C:10]1([S:16]([C:2]2[CH:9]=[CH:8][C:5]([CH:6]=[O:7])=[CH:4][CH:3]=2)(=[O:18])=[O:17])[CH:15]=[CH:14][CH:13]=[CH:12][CH:11]=1, predict the reactants needed to synthesize it. The reactants are: F[C:2]1[CH:9]=[CH:8][C:5]([CH:6]=[O:7])=[CH:4][CH:3]=1.[C:10]1([S:16]([O-:18])=[O:17])[CH:15]=[CH:14][CH:13]=[CH:12][CH:11]=1.[Na+]. (4) Given the product [CH:29]([Si:32]([CH:36]([CH3:38])[CH3:37])([CH:33]([CH3:35])[CH3:34])[O:21][C@H:19]1[CH2:18][CH2:17][C@@:16]2([CH3:22])[C:15](=[CH:14][CH2:13][C@@H:12]3[C@@H:11]2[CH2:10][CH2:9][C@@:8]2([CH3:23])[C@H:7]3[CH2:6][CH2:5][C@@H:4]2[C:2](=[O:3])[CH3:1])[CH2:20]1)([CH3:31])[CH3:30], predict the reactants needed to synthesize it. The reactants are: [CH3:1][C:2]([C@@H:4]1[C@@:8]2([CH3:23])[CH2:9][CH2:10][C@@H:11]3[C@@:16]4([CH3:22])[CH2:17][CH2:18][C@H:19]([OH:21])[CH2:20][C:15]4=[CH:14][CH2:13][C@H:12]3[C@@H:7]2[CH2:6][CH2:5]1)=[O:3].N1C=CN=C1.[CH:29]([Si:32](Cl)([CH:36]([CH3:38])[CH3:37])[CH:33]([CH3:35])[CH3:34])([CH3:31])[CH3:30].